Dataset: Full USPTO retrosynthesis dataset with 1.9M reactions from patents (1976-2016). Task: Predict the reactants needed to synthesize the given product. (1) Given the product [CH:28]1[N:1]2[C:10]3[C:5]([CH2:4][CH2:3][C:2]2=[C:29]([C:30]([O:32][CH2:33][CH3:34])=[O:31])[N:27]=1)=[CH:6][CH:7]=[CH:8][CH:9]=3, predict the reactants needed to synthesize it. The reactants are: [NH:1]1[C:10]2[C:5](=[CH:6][CH:7]=[CH:8][CH:9]=2)[CH2:4][CH2:3][C:2]1=O.CC(C)([O-])C.[K+].P(Cl)(OCC)(OCC)=O.[N+:27]([CH2:29][C:30]([O:32][CH2:33][CH3:34])=[O:31])#[C-:28].C(O)(=O)CC(CC(O)=O)(C(O)=O)O. (2) Given the product [Cl:27][C:13]1[CH:14]=[N:15][C:16]2[CH:17]=[C:8]([C:4]3[CH:5]=[CH:6][CH:7]=[C:2]([F:1])[CH:3]=3)[C:9]([O:23][CH3:24])=[C:10]([C:19]([O:21][CH3:22])=[O:20])[C:11]=2[N:12]=1, predict the reactants needed to synthesize it. The reactants are: [F:1][C:2]1[CH:3]=[C:4]([C:8]2[C:9]([O:23][CH3:24])=[C:10]([C:19]([O:21][CH3:22])=[O:20])[C:11]3[NH:12][C:13](=O)[CH:14]=[N:15][C:16]=3[CH:17]=2)[CH:5]=[CH:6][CH:7]=1.P(Cl)(Cl)([Cl:27])=O.